From a dataset of Full USPTO retrosynthesis dataset with 1.9M reactions from patents (1976-2016). Predict the reactants needed to synthesize the given product. (1) Given the product [CH3:1][O:2][C:3](=[O:19])[CH2:4][N:5]([CH2:11][C:12]1[CH:13]=[CH:14][C:15]([Cl:18])=[CH:16][CH:17]=1)[CH:6]1[CH2:10][CH2:9][N:8]([CH2:31][CH2:32][CH:33]=[C:34]2[C:40]3[CH:41]=[CH:42][CH:43]=[N:44][C:39]=3[CH2:38][O:37][C:36]3[CH:45]=[CH:46][C:47]([C:49]([OH:52])([CH3:51])[CH3:50])=[CH:48][C:35]2=3)[CH2:7]1, predict the reactants needed to synthesize it. The reactants are: [CH3:1][O:2][C:3](=[O:19])[CH2:4][N:5]([CH2:11][C:12]1[CH:17]=[CH:16][C:15]([Cl:18])=[CH:14][CH:13]=1)[CH:6]1[CH2:10][CH2:9][NH:8][CH2:7]1.N1C(C)=CC=CC=1C.[I-].[K+].Br[CH2:31][CH2:32][CH:33]=[C:34]1[C:40]2[CH:41]=[CH:42][CH:43]=[N:44][C:39]=2[CH2:38][O:37][C:36]2[CH:45]=[CH:46][C:47]([C:49]([OH:52])([CH3:51])[CH3:50])=[CH:48][C:35]1=2. (2) The reactants are: [C:1]([O:5][C:6]([N:8]1[CH2:13][CH2:12][CH2:11][C:10]([NH:17]C(OCC2C3C=CC=CC=3C3C2=CC=CC=3)=O)([C:14]([OH:16])=[O:15])[CH2:9]1)=[O:7])([CH3:4])([CH3:3])[CH3:2].C(OC)(C)(C)C.C(O)(C)C.N1CCCCC1. Given the product [NH2:17][C:10]1([C:14]([OH:16])=[O:15])[CH2:11][CH2:12][CH2:13][N:8]([C:6]([O:5][C:1]([CH3:2])([CH3:3])[CH3:4])=[O:7])[CH2:9]1, predict the reactants needed to synthesize it. (3) The reactants are: [NH2:1][CH2:2][C@H:3]1[N:8]([C:9]([C:11]2[N:12]=[C:13]([CH3:23])[S:14][C:15]=2[C:16]2[CH:17]=[C:18]([CH3:22])[CH:19]=[CH:20][CH:21]=2)=[O:10])[CH2:7][C@H:6]2[C@@H:4]1[CH2:5]2.[Cl:24][C:25]1[CH:33]=[C:32]([Cl:34])[CH:31]=[CH:30][C:26]=1[C:27](O)=[O:28]. Given the product [Cl:24][C:25]1[CH:33]=[C:32]([Cl:34])[CH:31]=[CH:30][C:26]=1[C:27]([NH:1][CH2:2][C@H:3]1[N:8]([C:9]([C:11]2[N:12]=[C:13]([CH3:23])[S:14][C:15]=2[C:16]2[CH:17]=[C:18]([CH3:22])[CH:19]=[CH:20][CH:21]=2)=[O:10])[CH2:7][C@H:6]2[C@@H:4]1[CH2:5]2)=[O:28], predict the reactants needed to synthesize it. (4) Given the product [CH3:54][CH:53]([CH3:55])[C@H:49]([NH:48][C:46](=[O:47])[O:45][CH3:44])[C:31](=[O:32])[N:27]1[CH2:28][CH2:29][CH2:30][C@H:26]1[C:24]1[NH:25][C:21]2[CH:20]=[CH:19][C:18]3[C:38](=[CH:39][CH:40]=[C:41]4[C:12]5[CH:11]=[CH:10][C:9]([B:4]6[O:3][C:2]([CH3:42])([CH3:1])[C:6]([CH3:7])([CH3:8])[O:5]6)=[CH:14][C:13]=5[CH2:15][O:16][C:17]4=3)[C:22]=2[N:23]=1, predict the reactants needed to synthesize it. The reactants are: [CH3:1][C:2]1([CH3:42])[C:6]([CH3:8])([CH3:7])[O:5][B:4]([C:9]2[CH:10]=[CH:11][C:12]3[C:41]4[C:17](=[C:18]5[C:38](=[CH:39][CH:40]=4)[C:22]4[N:23]=[C:24]([C@@H:26]6[CH2:30][CH2:29][CH2:28][N:27]6[C:31](OC(C)(C)C)=[O:32])[NH:25][C:21]=4[CH:20]=[CH:19]5)[O:16][CH2:15][C:13]=3[CH:14]=2)[O:3]1.Cl.[CH3:44][O:45][C:46]([NH:48][C@@H:49]([CH:53]([CH3:55])[CH3:54])C(O)=O)=[O:47].CN(C(ON1N=NC2C=CC=NC1=2)=[N+](C)C)C.F[P-](F)(F)(F)(F)F.C(N(C(C)C)CC)(C)C.